This data is from Full USPTO retrosynthesis dataset with 1.9M reactions from patents (1976-2016). The task is: Predict the reactants needed to synthesize the given product. (1) Given the product [CH3:39][CH:38]([O:46][C:40]([O:41][CH:42]([O:27][C:26]([C:5]1[N:6]2[C:9]([C@@H:8]([NH:11][C:12](/[C:14](/[C:18]3[N:22]=[C:21]([NH2:23])[S:20][CH:19]=3)=[N:15]\[O:16][CH3:17])=[O:13])[C@H:7]2[S:24][CH2:25][C:4]=1[CH2:3][O:2][CH3:1])=[O:10])=[O:28])[CH3:43])=[O:45])[CH3:37], predict the reactants needed to synthesize it. The reactants are: [CH3:1][O:2][CH2:3][C:4]1[CH2:25][S:24][C@@H:7]2[C@H:8]([NH:11][C:12](/[C:14](/[C:18]3[N:22]=[C:21]([NH2:23])[S:20][CH:19]=3)=[N:15]\[O:16][CH3:17])=[O:13])[C:9](=[O:10])[N:6]2[C:5]=1[C:26]([OH:28])=[O:27].N12[CH2:39][CH2:38][CH2:37]N=C1CCCCC2.[C:40](=[O:46])([O-:45])[O:41][CH:42](C)[CH3:43]. (2) Given the product [NH2:21][C:14]1[CH:15]=[C:16]([CH:19]=[CH:20][C:13]=1[NH:12][CH2:11][C@@H:8]1[CH2:9][CH2:10][N:6]([C:4]([CH:1]2[CH2:3][CH2:2]2)=[O:5])[CH2:7]1)[C:17]#[N:18], predict the reactants needed to synthesize it. The reactants are: [CH:1]1([C:4]([N:6]2[CH2:10][CH2:9][C@@H:8]([CH2:11][NH:12][C:13]3[CH:20]=[CH:19][C:16]([C:17]#[N:18])=[CH:15][C:14]=3[N+:21]([O-])=O)[CH2:7]2)=[O:5])[CH2:3][CH2:2]1. (3) Given the product [Br:1][C:2]1[CH:3]=[C:4]([S:10]([CH2:13][CH2:14][O:15][CH:17]2[CH2:18][CH2:19][CH2:20][CH2:21][O:16]2)(=[O:11])=[O:12])[CH:5]=[CH:6][C:7]=1[O:8][CH3:9], predict the reactants needed to synthesize it. The reactants are: [Br:1][C:2]1[CH:3]=[C:4]([S:10]([CH2:13][CH2:14][OH:15])(=[O:12])=[O:11])[CH:5]=[CH:6][C:7]=1[O:8][CH3:9].[O:16]1[CH:21]=[CH:20][CH2:19][CH2:18][CH2:17]1.C1(C)C=CC(S([O-])(=O)=O)=CC=1.[NH+]1C=CC=CC=1.CC(=O)OCC. (4) Given the product [CH3:27][O:29][C:30]1[CH:31]=[C:14]([C:7]23[CH2:11][C:21]4[CH:22]=[CH:23][CH:24]=[CH:19][C:20]=4[CH2:25][C:3]2([CH3:4])[CH2:2][N:1]([CH3:6])[CH2:9][CH2:8]3)[CH:13]=[CH:15][CH:16]=1, predict the reactants needed to synthesize it. The reactants are: [NH:1]1[CH:6]=C[CH2:4][CH2:3][CH2:2]1.[CH2:7]1[CH2:11]O[CH2:9][CH2:8]1.[Li][CH:13]([CH2:15][CH3:16])[CH3:14].ClC[C:19]1[C:20]([CH2:25]Cl)=[CH:21][CH:22]=[CH:23][CH:24]=1.[CH2:27]([O:29][CH2:30][CH3:31])C. (5) Given the product [F:16][C@H:17]1[C@H:22]([O:23][S:24]([C:27]([F:30])([F:29])[F:28])(=[O:25])=[O:26])[CH2:21][CH2:20][N:19]([C:31]([O:33][C:34]([CH3:37])([CH3:36])[CH3:35])=[O:32])[CH2:18]1, predict the reactants needed to synthesize it. The reactants are: F[C@H]1[C@H](O)CCN(C(OC(C)(C)C)=O)C1.[F:16][C@H:17]1[C@@H:22]([O:23][S:24]([C:27]([F:30])([F:29])[F:28])(=[O:26])=[O:25])[CH2:21][CH2:20][N:19]([C:31]([O:33][C:34]([CH3:37])([CH3:36])[CH3:35])=[O:32])[CH2:18]1. (6) Given the product [CH2:25]([O:24][C:22]([C:21]1[N:6]2[N:7]=[C:8]([CH2:11][CH2:12][C:13]3[CH:14]=[CH:15][CH:16]=[CH:17][CH:18]=3)[CH:9]=[CH:10][C:5]2=[N:4][CH:3]=1)=[O:23])[CH3:26], predict the reactants needed to synthesize it. The reactants are: CN(C)[CH:3]=[N:4][C:5]1[N:6]=[N:7][C:8]([CH2:11][CH2:12][C:13]2[CH:18]=[CH:17][CH:16]=[CH:15][CH:14]=2)=[CH:9][CH:10]=1.Br[CH2:21][C:22]([O:24][CH2:25][CH3:26])=[O:23].C(N(CC)C(C)C)(C)C.